This data is from Catalyst prediction with 721,799 reactions and 888 catalyst types from USPTO. The task is: Predict which catalyst facilitates the given reaction. (1) Reactant: [C:1]([C:8]1[CH:9]=[C:10]([C:13]([O:15][CH2:16][CH3:17])=[O:14])[S:11][CH:12]=1)#[C:2][CH2:3][CH2:4][CH2:5][CH2:6][CH3:7]. Product: [CH2:1]([C:8]1[CH:9]=[C:10]([C:13]([O:15][CH2:16][CH3:17])=[O:14])[S:11][CH:12]=1)[CH2:2][CH2:3][CH2:4][CH2:5][CH2:6][CH3:7]. The catalyst class is: 43. (2) Reactant: [NH2:1][C:2]1[N:7]=[C:6](S(C)(=O)=O)[C:5]([C:12]2[CH:13]=[CH:14][C:15](=[O:21])[N:16]([CH:18]([CH3:20])[CH3:19])[N:17]=2)=[C:4]([C:22]2[CH:27]=[CH:26][CH:25]=[CH:24][CH:23]=2)[N:3]=1.C(=O)(O)O.[NH2:32][C:33]([NH2:35])=[NH:34].O. Product: [NH2:1][C:2]1[N:7]=[C:6]([NH:34][C:33]([NH2:35])=[NH:32])[C:5]([C:12]2[CH:13]=[CH:14][C:15](=[O:21])[N:16]([CH:18]([CH3:20])[CH3:19])[N:17]=2)=[C:4]([C:22]2[CH:27]=[CH:26][CH:25]=[CH:24][CH:23]=2)[N:3]=1. The catalyst class is: 80. (3) Product: [Cl:1][C:2]1[CH:7]=[CH:6][CH:5]=[C:4]([Cl:8])[C:3]=1[CH2:9][CH:10]([N:14]1[CH2:18][C:17]([O:19][C:20]2[C:25]([F:26])=[CH:24][CH:23]=[CH:22][C:21]=2[F:27])=[CH:16][C:15]1=[O:28])[C:11]([NH:44][C:41]1[CH:42]=[CH:43][N:39]([CH2:38][C:37]([OH:36])([CH3:67])[CH3:29])[N:40]=1)=[O:13]. Reactant: [Cl:1][C:2]1[CH:7]=[CH:6][CH:5]=[C:4]([Cl:8])[C:3]=1[CH2:9][CH:10]([N:14]1[CH2:18][C:17]([O:19][C:20]2[C:25]([F:26])=[CH:24][CH:23]=[CH:22][C:21]=2[F:27])=[CH:16][C:15]1=[O:28])[C:11]([OH:13])=O.[C:29](Cl)(=O)C(Cl)=O.Cl.[OH:36][C@@H:37]([CH2:67]O)[CH2:38][N:39]1[CH:43]=[CH:42][C:41]([NH:44]C(=O)[C@@H](N2CC(OC3C=CC=C(Cl)C=3Cl)=CC2=O)CC(C)C)=[N:40]1.N1C(C)=CC=CC=1C. The catalyst class is: 120. (4) Reactant: [C:1]1([N:7]=[C:8](Cl)[C:9]([F:12])([F:11])[F:10])[CH:6]=[CH:5][CH:4]=[CH:3][CH:2]=1.[N-:14]=[N+:15]=[N-:16].[Na+].Cl.C(N(CC)CC)C. Product: [C:1]1([N:7]2[C:8]([C:9]([F:12])([F:11])[F:10])=[N:16][N:15]=[N:14]2)[CH:6]=[CH:5][CH:4]=[CH:3][CH:2]=1. The catalyst class is: 11. (5) Reactant: [CH2:1]([N:8]([CH3:17])[C:9]([C:11]1[S:12][C:13](Br)=[CH:14][CH:15]=1)=[O:10])[C:2]1[CH:7]=[CH:6][CH:5]=[CH:4][CH:3]=1.[CH3:18][O:19][C:20]1[CH:25]=[CH:24][C:23](B(O)O)=[CH:22][CH:21]=1. Product: [CH2:1]([N:8]([CH3:17])[C:9]([C:11]1[S:12][C:13]([C:23]2[CH:24]=[CH:25][C:20]([O:19][CH3:18])=[CH:21][CH:22]=2)=[CH:14][CH:15]=1)=[O:10])[C:2]1[CH:7]=[CH:6][CH:5]=[CH:4][CH:3]=1. The catalyst class is: 492. (6) Reactant: Cl[C:2]1[C:11]([N+:12]([O-:14])=[O:13])=[CH:10][C:5]([C:6]([O:8][CH3:9])=[O:7])=[CH:4][N:3]=1.[C:15]([N:22]1[CH:26]=[CH:25][CH:24]=[C:23]1B(O)O)([O:17][C:18]([CH3:21])([CH3:20])[CH3:19])=[O:16].C(=O)([O-])[O-].[Na+].[Na+]. Product: [C:18]([O:17][C:15]([N:22]1[CH:26]=[CH:25][CH:24]=[C:23]1[C:2]1[C:11]([N+:12]([O-:14])=[O:13])=[CH:10][C:5]([C:6]([O:8][CH3:9])=[O:7])=[CH:4][N:3]=1)=[O:16])([CH3:21])([CH3:19])[CH3:20]. The catalyst class is: 184.